From a dataset of Forward reaction prediction with 1.9M reactions from USPTO patents (1976-2016). Predict the product of the given reaction. (1) Given the reactants [Cl:1][C:2]1[CH:3]=[C:4]([CH:7]=[CH:8][C:9]=1[C:10]1[O:14][CH:13]=[N:12][CH:11]=1)[CH2:5][NH2:6].[N:15]1[S:16][N:17]=[C:18]2[C:23]([CH:24]=O)=[CH:22][CH:21]=[CH:20][C:19]=12, predict the reaction product. The product is: [N:15]1[S:16][N:17]=[C:18]2[C:23]([CH2:24][NH:6][CH2:5][C:4]3[CH:7]=[CH:8][C:9]([C:10]4[O:14][CH:13]=[N:12][CH:11]=4)=[C:2]([Cl:1])[CH:3]=3)=[CH:22][CH:21]=[CH:20][C:19]=12. (2) Given the reactants CC(C)([O-])C.[Na+].I[CH2:8][CH2:9][CH3:10].Cl.[C:12]1([NH:18][C:19]2[CH:24]=[CH:23][C:22]([C:25]3[CH:37]=[CH:36][C:28]([NH:29][C:30]4[CH:35]=[CH:34][CH:33]=[CH:32][CH:31]=4)=[CH:27][CH:26]=3)=[CH:21][CH:20]=2)[CH:17]=[CH:16][CH:15]=[CH:14][CH:13]=1.Br[C:39]1[C:48]2[C:43](=[CH:44][CH:45]=[CH:46][CH:47]=2)[CH:42]=[CH:41][CH:40]=1.[C:49]1([CH3:55])[CH:54]=[CH:53][CH:52]=[CH:51][CH:50]=1, predict the reaction product. The product is: [C:30]1([N:29]([C:9]2[C:10]3[C:50](=[CH:51][CH:52]=[CH:53][CH:54]=3)[CH:49]=[CH:55][CH:8]=2)[C:28]2[CH:36]=[CH:37][C:25]([C:22]3[CH:23]=[CH:24][C:19]([N:18]([C:12]4[CH:17]=[CH:16][CH:15]=[CH:14][CH:13]=4)[C:39]4[C:48]5[C:43](=[CH:44][CH:45]=[CH:46][CH:47]=5)[CH:42]=[CH:41][CH:40]=4)=[CH:20][CH:21]=3)=[CH:26][CH:27]=2)[CH:31]=[CH:32][CH:33]=[CH:34][CH:35]=1.